Dataset: Full USPTO retrosynthesis dataset with 1.9M reactions from patents (1976-2016). Task: Predict the reactants needed to synthesize the given product. (1) Given the product [CH3:1][O:2][C:3]1[CH:4]=[C:5]2[C:10](=[CH:11][C:12]=1[O:13][CH3:14])[N:9]=[CH:8][CH:7]=[C:6]2[O:15][C:16]1[CH:22]=[CH:21][C:19]([NH:20][C:38]([NH:46][C:47]2[S:48][C:49]([C:52]([F:55])([F:54])[F:53])=[N:50][N:51]=2)=[O:44])=[C:18]([CH3:23])[C:17]=1[CH3:24], predict the reactants needed to synthesize it. The reactants are: [CH3:1][O:2][C:3]1[CH:4]=[C:5]2[C:10](=[CH:11][C:12]=1[O:13][CH3:14])[N:9]=[CH:8][CH:7]=[C:6]2[O:15][C:16]1[CH:22]=[CH:21][C:19]([NH2:20])=[C:18]([CH3:23])[C:17]=1[CH3:24].C(N(C(C)C)CC)(C)C.ClC(Cl)(O[C:38](=[O:44])OC(Cl)(Cl)Cl)Cl.[NH2:46][C:47]1[S:48][C:49]([C:52]([F:55])([F:54])[F:53])=[N:50][N:51]=1. (2) Given the product [CH3:27][N:24]1[C:10]2=[N:11][C:12]([C:14]3[CH:15]=[CH:16][CH:17]=[C:18]4[C:22]=3[NH:21][N:20]=[C:19]4[NH2:23])=[CH:13][C:8]([O:38][C:35]3[CH:34]=[CH:33][C:32]([S:29]([CH3:28])(=[O:31])=[O:30])=[CH:37][CH:36]=3)=[C:9]2[CH:26]=[N:25]1, predict the reactants needed to synthesize it. The reactants are: C(=O)([O-])[O-].[K+].[K+].Cl[C:8]1[CH:13]=[C:12]([C:14]2[CH:15]=[CH:16][CH:17]=[C:18]3[C:22]=2[NH:21][N:20]=[C:19]3[NH2:23])[N:11]=[C:10]2[N:24]([CH3:27])[N:25]=[CH:26][C:9]=12.[CH3:28][S:29]([C:32]1[CH:37]=[CH:36][C:35]([OH:38])=[CH:34][CH:33]=1)(=[O:31])=[O:30]. (3) Given the product [Br:12][C:9]1[CH:8]=[C:3]([C:4]([O:6][CH3:7])=[O:5])[C:2]2[N:11]([CH:14]=[CH:15][N:1]=2)[CH:10]=1, predict the reactants needed to synthesize it. The reactants are: [NH2:1][C:2]1[N:11]=[CH:10][C:9]([Br:12])=[CH:8][C:3]=1[C:4]([O:6][CH3:7])=[O:5].Cl[CH2:14][CH:15]=O. (4) Given the product [CH2:12]([O:11][C:9](=[O:10])[CH:8]([OH:22])[CH2:7][CH:1]1[CH2:6][CH2:5][CH2:4][CH2:3][CH2:2]1)[CH3:13], predict the reactants needed to synthesize it. The reactants are: [CH:1]1([CH2:7][CH2:8][C:9]([O:11][CH2:12][CH3:13])=[O:10])[CH2:6][CH2:5][CH2:4][CH2:3][CH2:2]1.C1(C2[O:22]N2S(C2C=CC=CC=2)(=O)=O)C=CC=CC=1.[Cl-].[NH4+].